From a dataset of Forward reaction prediction with 1.9M reactions from USPTO patents (1976-2016). Predict the product of the given reaction. (1) Given the reactants Br[C:2]1[CH:7]=[CH:6][CH:5]=[CH:4][C:3]=1[C:8]1[N:12]([CH2:13][CH:14]2[CH2:19][CH2:18][CH2:17][CH2:16][CH2:15]2)[C:11]2[CH:20]=[CH:21][CH:22]=[CH:23][C:10]=2[N:9]=1.[C:24]([C:26]1[CH:31]=[CH:30][C:29]([O:32][CH3:33])=[CH:28][CH:27]=1)#[CH:25], predict the reaction product. The product is: [CH:14]1([CH2:13][N:12]2[C:11]3[CH:20]=[CH:21][CH:22]=[CH:23][C:10]=3[N:9]=[C:8]2[C:3]2[CH:4]=[CH:5][CH:6]=[CH:7][C:2]=2[C:25]#[C:24][C:26]2[CH:31]=[CH:30][C:29]([O:32][CH3:33])=[CH:28][CH:27]=2)[CH2:19][CH2:18][CH2:17][CH2:16][CH2:15]1. (2) Given the reactants CO[C:3]1[CH:8]=[CH:7][C:6]([C@@H:9]([N:11]([CH2:22][C:23]2[N:24]=[C:25]3[CH:30]=[CH:29][CH:28]=[C:27]([N:31]4[CH2:36][CH2:35][N:34]([CH3:37])[CH2:33][CH2:32]4)[N:26]3[CH:38]=2)[C@@H:12]2[C:21]3[N:20]=[CH:19][CH:18]=[CH:17][C:16]=3[CH2:15][CH2:14][CH2:13]2)C)=[CH:5][CH:4]=1.C(=O)C1C=CC=CC=1, predict the reaction product. The product is: [CH3:37][N:34]1[CH2:35][CH2:36][N:31]([C:27]2[N:26]3[CH:38]=[C:23]([CH2:22][N:11]([CH2:9][C:6]4[CH:7]=[CH:8][CH:3]=[CH:4][CH:5]=4)[C@@H:12]4[C:21]5[N:20]=[CH:19][CH:18]=[CH:17][C:16]=5[CH2:15][CH2:14][CH2:13]4)[N:24]=[C:25]3[CH:30]=[CH:29][CH:28]=2)[CH2:32][CH2:33]1.